From a dataset of Catalyst prediction with 721,799 reactions and 888 catalyst types from USPTO. Predict which catalyst facilitates the given reaction. (1) Reactant: [NH2:1][C:2]1[C:3]([F:14])=[CH:4][C:5]([Cl:13])=[C:6]([CH:12]=1)[C:7]([O:9][CH2:10][CH3:11])=[O:8].[N:15]([O-])=O.[Na+].[Sn](Cl)Cl. Product: [ClH:13].[Cl:13][C:5]1[CH:4]=[C:3]([F:14])[C:2]([NH:1][NH2:15])=[CH:12][C:6]=1[C:7]([O:9][CH2:10][CH3:11])=[O:8]. The catalyst class is: 126. (2) Product: [C:1]([O:5][C:6]([N:8]([C:61]([O:63][C:64]([CH3:67])([CH3:66])[CH3:65])=[O:62])[C:9]1[N:10]=[CH:11][C:12]([C:32]2[CH:60]=[CH:59][C:35]([CH2:36][N:37]([CH2:68][CH:69]([CH3:71])[CH3:70])[CH:38]3[CH2:43][CH2:42][N:41]([C:44]([O:46][C:47]([CH3:50])([CH3:49])[CH3:48])=[O:45])[C@@H:40]([C:51]([O:53][CH:54]4[CH2:58][CH2:57][CH2:56][CH2:55]4)=[O:52])[CH2:39]3)=[CH:34][CH:33]=2)=[N:13][C:14]=1[N:15]([C:25]([O:27][C:28]([CH3:29])([CH3:30])[CH3:31])=[O:26])[CH2:16][C:17]1[C:18]([Cl:24])=[CH:19][CH:20]=[CH:21][C:22]=1[Cl:23])=[O:7])([CH3:2])([CH3:3])[CH3:4]. The catalyst class is: 26. Reactant: [C:1]([O:5][C:6]([N:8]([C:61]([O:63][C:64]([CH3:67])([CH3:66])[CH3:65])=[O:62])[C:9]1[N:10]=[CH:11][C:12]([C:32]2[CH:60]=[CH:59][C:35]([CH2:36][NH:37][CH:38]3[CH2:43][CH2:42][N:41]([C:44]([O:46][C:47]([CH3:50])([CH3:49])[CH3:48])=[O:45])[C@@H:40]([C:51]([O:53][CH:54]4[CH2:58][CH2:57][CH2:56][CH2:55]4)=[O:52])[CH2:39]3)=[CH:34][CH:33]=2)=[N:13][C:14]=1[N:15]([C:25]([O:27][C:28]([CH3:31])([CH3:30])[CH3:29])=[O:26])[CH2:16][C:17]1[C:22]([Cl:23])=[CH:21][CH:20]=[CH:19][C:18]=1[Cl:24])=[O:7])([CH3:4])([CH3:3])[CH3:2].[CH:68](=O)[CH:69]([CH3:71])[CH3:70].C(O)(=O)C. (3) Reactant: [N:1]#[C:2][NH2:3].Cl.[C:5](=N)([O:8][CH2:9][CH3:10])[CH2:6][CH3:7].OP([O-])([O-])=O.[K+].[K+]. Product: [C:2]([N:3]=[C:5]([O:8][CH2:9][CH3:10])[CH2:6][CH3:7])#[N:1]. The catalyst class is: 6. (4) Reactant: [CH2:1]([NH:8][CH2:9][CH2:10][OH:11])[C:2]1[CH:7]=[CH:6][CH:5]=[CH:4][CH:3]=1.[Cl:12][C:13](=[CH2:16])[C:14]#[N:15]. Product: [CH2:1]([N:8]([CH2:9][CH2:10][OH:11])[CH2:16][CH:13]([Cl:12])[C:14]#[N:15])[C:2]1[CH:7]=[CH:6][CH:5]=[CH:4][CH:3]=1. The catalyst class is: 27. (5) Reactant: Br[C:2]1[CH:3]=[C:4]2[C:9](=[CH:10][CH:11]=1)[C:8]([CH2:12][N:13]1[C:19](=[O:20])[C@@H:18]([NH:21][C:22](=[O:34])[C@@H:23]([N:25]([CH3:33])[C:26](=[O:32])[O:27][C:28]([CH3:31])([CH3:30])[CH3:29])[CH3:24])[CH2:17][O:16][C:15]3[CH:35]=[CH:36][CH:37]=[CH:38][C:14]1=3)=[C:7]([O:39][CH3:40])[CH:6]=[CH:5]2.C1(P(C2C=CC=CC=2)C2[C:61]3[O:60][C:59]4C(=CC=CC=4P(C4C=CC=CC=4)C4C=CC=CC=4)C(C)(C)C=3C=CC=2)C=CC=CC=1.C[OH:84]. Product: [C:28]([O:27][C:26]([N:25]([CH3:33])[C@@H:23]([CH3:24])[C:22]([NH:21][C@H:18]1[CH2:17][O:16][C:15]2[CH:35]=[CH:36][CH:37]=[CH:38][C:14]=2[N:13]([CH2:12][C:8]2[C:7]([O:39][CH3:40])=[CH:6][CH:5]=[C:4]3[C:9]=2[CH:10]=[CH:11][C:2]([C:59]([O:60][CH3:61])=[O:84])=[CH:3]3)[C:19]1=[O:20])=[O:34])=[O:32])([CH3:30])([CH3:31])[CH3:29]. The catalyst class is: 318. (6) Reactant: [CH2:1]([CH:19]([CH2:24][CH2:25][CH2:26][CH2:27][CH2:28][CH2:29][CH2:30][CH2:31][CH2:32][CH2:33][CH2:34][CH2:35][CH2:36][CH2:37][CH2:38][CH2:39][CH2:40][CH3:41])[CH2:20][CH2:21][CH2:22]O)[CH2:2][CH2:3][CH2:4][CH2:5][CH2:6][CH2:7][CH2:8][CH2:9][CH2:10][CH2:11][CH2:12][CH2:13][CH2:14][CH2:15][CH2:16][CH2:17][CH3:18].C1C=CC(P(C2C=CC=CC=2)C2C=CC=CC=2)=CC=1.N1C=CN=C1.[I:66]I. Product: [I:66][CH2:22][CH2:21][CH2:20][CH:19]([CH2:24][CH2:25][CH2:26][CH2:27][CH2:28][CH2:29][CH2:30][CH2:31][CH2:32][CH2:33][CH2:34][CH2:35][CH2:36][CH2:37][CH2:38][CH2:39][CH2:40][CH3:41])[CH2:1][CH2:2][CH2:3][CH2:4][CH2:5][CH2:6][CH2:7][CH2:8][CH2:9][CH2:10][CH2:11][CH2:12][CH2:13][CH2:14][CH2:15][CH2:16][CH2:17][CH3:18]. The catalyst class is: 4. (7) Product: [C:1]([C:3]1[C:7]2[CH:8]=[C:9]([CH:21]3[CH2:23][CH2:22]3)[C:10]([N:12]([CH2:17][CH2:18][S:19]([CH3:20])=[O:31])[S:13]([CH3:16])(=[O:14])=[O:15])=[CH:11][C:6]=2[O:5][C:4]=1[C:24]1[CH:25]=[CH:26][C:27]([F:30])=[CH:28][CH:29]=1)#[N:2]. Reactant: [C:1]([C:3]1[C:7]2[CH:8]=[C:9]([CH:21]3[CH2:23][CH2:22]3)[C:10]([N:12]([CH2:17][CH2:18][S:19][CH3:20])[S:13]([CH3:16])(=[O:15])=[O:14])=[CH:11][C:6]=2[O:5][C:4]=1[C:24]1[CH:29]=[CH:28][C:27]([F:30])=[CH:26][CH:25]=1)#[N:2].[OH:31]S([O-])(=O)=O.[K+]. The catalyst class is: 24.